Dataset: Reaction yield outcomes from USPTO patents with 853,638 reactions. Task: Predict the reaction yield, written as a fraction of the theoretical maximum amount of product (1.0 means a 100% yield; for example, 0.34 means a 34% yield). The reactants are [Br:1][C:2]1[C:15](=[O:16])[N:14]([CH:17]([CH3:19])[CH3:18])[C:5]2[N:6]=[C:7](S(C)=O)[N:8]=[C:9]([CH3:10])[C:4]=2[CH:3]=1.[CH3:20][NH2:21]. The catalyst is O1CCOCC1. The product is [Br:1][C:2]1[C:15](=[O:16])[N:14]([CH:17]([CH3:19])[CH3:18])[C:5]2[N:6]=[C:7]([NH:21][CH3:20])[N:8]=[C:9]([CH3:10])[C:4]=2[CH:3]=1. The yield is 0.760.